Dataset: Reaction yield outcomes from USPTO patents with 853,638 reactions. Task: Predict the reaction yield, written as a fraction of the theoretical maximum amount of product (1.0 means a 100% yield; for example, 0.34 means a 34% yield). The reactants are [CH3:1][O:2][C:3]([C:5]1[CH:6]([C:16]2[CH:21]=[CH:20][CH:19]=[C:18]([N+:22]([O-:24])=[O:23])[CH:17]=2)[C:7]([C:13]([OH:15])=[O:14])=[C:8]([CH3:12])[NH:9][C:10]=1[CH3:11])=[O:4].COC1C=CC2N=CC=C([C@H](O)[C@@H]3N4C[C@H](C=C)C(CC4)C3)C=2C=1.O. The catalyst is CO. The product is [CH3:1][O:2][C:3]([C:5]1[C@H:6]([C:16]2[CH:21]=[CH:20][CH:19]=[C:18]([N+:22]([O-:24])=[O:23])[CH:17]=2)[C:7]([C:13]([OH:15])=[O:14])=[C:8]([CH3:12])[NH:9][C:10]=1[CH3:11])=[O:4]. The yield is 0.186.